From a dataset of Forward reaction prediction with 1.9M reactions from USPTO patents (1976-2016). Predict the product of the given reaction. (1) Given the reactants [F:1][C:2]([F:7])([F:6])[C:3]([OH:5])=[O:4].[F:8][C:9]1[C:14]([F:15])=[CH:13][CH:12]=[CH:11][C:10]=1[CH2:16][CH2:17][C:18]1[N:23]([CH2:24][C:25]([N:27]([CH2:40][C:41]2[CH:46]=[CH:45][C:44]([C:47]3[CH:52]=[CH:51][C:50]([C:53]([F:56])([F:55])[F:54])=[CH:49][CH:48]=3)=[CH:43][CH:42]=2)[CH:28]2[CH2:33][CH2:32][N:31]([C:34]([CH3:39])([CH3:38])[C:35](O)=[O:36])[CH2:30][CH2:29]2)=[O:26])[C:22]2[N:57]=[CH:58][CH:59]=[CH:60][C:21]=2[C:20](=[O:61])[N:19]=1.CN.C[CH2:65][N:66](C(C)C)C(C)C.CN(C(ON1N=NC2C=CC=NC1=2)=[N+](C)C)C.F[P-](F)(F)(F)(F)F, predict the reaction product. The product is: [F:1][C:2]([F:7])([F:6])[C:3]([OH:5])=[O:4].[F:8][C:9]1[C:14]([F:15])=[CH:13][CH:12]=[CH:11][C:10]=1[CH2:16][CH2:17][C:18]1[N:23]([CH2:24][C:25]([N:27]([CH2:40][C:41]2[CH:42]=[CH:43][C:44]([C:47]3[CH:52]=[CH:51][C:50]([C:53]([F:55])([F:54])[F:56])=[CH:49][CH:48]=3)=[CH:45][CH:46]=2)[CH:28]2[CH2:33][CH2:32][N:31]([C:34]([CH3:39])([CH3:38])[C:35]([NH:66][CH3:65])=[O:36])[CH2:30][CH2:29]2)=[O:26])[C:22]2[N:57]=[CH:58][CH:59]=[CH:60][C:21]=2[C:20](=[O:61])[N:19]=1. (2) Given the reactants C[O:2][C:3](=[O:40])[CH2:4][CH2:5][N:6]([CH2:29][CH2:30][CH2:31][CH2:32][N:33]([CH2:37][CH2:38][CH3:39])[CH2:34][CH2:35][CH3:36])[CH2:7][C:8]1[CH:13]=[CH:12][C:11]([CH2:14][N:15]([CH2:23][C:24]2[NH:25][CH:26]=[CH:27][N:28]=2)[CH2:16][C:17]2[N:18]([CH3:22])[CH:19]=[CH:20][N:21]=2)=[CH:10][CH:9]=1.Cl, predict the reaction product. The product is: [CH2:37]([N:33]([CH2:34][CH2:35][CH3:36])[CH2:32][CH2:31][CH2:30][CH2:29][N:6]([CH2:7][C:8]1[CH:13]=[CH:12][C:11]([CH2:14][N:15]([CH2:23][C:24]2[NH:25][CH:26]=[CH:27][N:28]=2)[CH2:16][C:17]2[N:18]([CH3:22])[CH:19]=[CH:20][N:21]=2)=[CH:10][CH:9]=1)[CH2:5][CH2:4][C:3]([OH:40])=[O:2])[CH2:38][CH3:39]. (3) Given the reactants [C:1]([C:5]1[CH:9]=[C:8]([NH:10][C:11]([NH:13][C@@H:14]2[C:23]3[C:18](=[CH:19][CH:20]=[CH:21][CH:22]=3)[C@H:17]([O:24][C:25]3[CH:26]=[CH:27][C:28]4[N:29]([C:31]([C@@H:34]5[CH2:38][CH2:37][CH2:36][N:35]5[CH3:39])=[N:32][N:33]=4)[CH:30]=3)[CH2:16][CH2:15]2)=[O:12])[N:7]([C:40]2[CH:41]=[C:42]([CH:49]=[CH:50][CH:51]=2)[CH2:43][O:44]S(C)(=O)=O)[N:6]=1)([CH3:4])([CH3:3])[CH3:2].[CH3:52][N:53]1[CH2:58][CH2:57][NH:56][CH2:55][CH2:54]1.[CH2:59]1C[O:62]CC1, predict the reaction product. The product is: [CH:43]([OH:44])=[O:62].[C:1]([C:5]1[CH:9]=[C:8]([NH:10][C:11]([NH:13][C@@H:14]2[C:23]3[C:18](=[CH:19][CH:20]=[CH:21][CH:22]=3)[C@H:17]([O:24][C:25]3[CH:26]=[CH:27][C:28]4[N:29]([C:31]([C@@H:34]5[CH2:38][CH2:37][CH2:36][N:35]5[CH3:39])=[N:32][N:33]=4)[CH:30]=3)[CH2:16][CH2:15]2)=[O:12])[N:7]([C:40]2[CH:41]=[CH:42][CH:49]=[C:50]([CH2:52][N:53]3[CH2:58][CH2:57][N:56]([CH3:59])[CH2:55][CH2:54]3)[CH:51]=2)[N:6]=1)([CH3:2])([CH3:3])[CH3:4]. (4) Given the reactants [CH:1]1[C:6]([C:7]([CH2:9]Br)=O)=[CH:5][CH:4]=[C:3]([OH:11])[CH:2]=1.[NH2:12][C:13]1(C)[CH:18]=[CH:17][CH:16]=[CH:15][NH:14]1.[CH2:20](O)C, predict the reaction product. The product is: [OH:11][C:3]1[CH:4]=[CH:5][C:6]([C:7]2[N:12]=[C:13]3[C:18]([CH3:20])=[CH:17][CH:16]=[CH:15][N:14]3[CH:9]=2)=[CH:1][CH:2]=1. (5) Given the reactants [CH3:1][O:2][C:3]1[C:12]([O:13][CH3:14])=[N:11][C:10]2[C:9]([C:15](Cl)=[O:16])=[C:8]([CH3:18])[C:7]([N+:19]([O-:21])=[O:20])=[CH:6][C:5]=2[N:4]=1.[NH:22]1[CH2:27][CH2:26][NH:25][CH2:24][CH2:23]1, predict the reaction product. The product is: [CH3:1][O:2][C:3]1[C:12]([O:13][CH3:14])=[N:11][C:10]2[C:5](=[CH:6][C:7]([N+:19]([O-:21])=[O:20])=[C:8]([CH3:18])[C:9]=2[C:15]([N:22]2[CH2:27][CH2:26][NH:25][CH2:24][CH2:23]2)=[O:16])[N:4]=1. (6) Given the reactants Br[C:2]1[CH:3]=[C:4]([CH:8]([O:13][C:14]2[CH:19]=[CH:18][C:17]([O:20][CH2:21][C:22]([O:24][CH2:25][CH3:26])=[O:23])=[C:16]([CH3:27])[CH:15]=2)[CH2:9][CH2:10][CH2:11][CH3:12])[CH:5]=[CH:6][CH:7]=1.[F:28][C:29]([F:40])([F:39])[C:30]1[CH:35]=[CH:34][C:33](B(O)O)=[CH:32][CH:31]=1.C(=O)([O-])[O-].[Na+].[Na+], predict the reaction product. The product is: [CH3:27][C:16]1[CH:15]=[C:14]([O:13][CH:8]([C:4]2[CH:3]=[C:2]([C:33]3[CH:34]=[CH:35][C:30]([C:29]([F:40])([F:39])[F:28])=[CH:31][CH:32]=3)[CH:7]=[CH:6][CH:5]=2)[CH2:9][CH2:10][CH2:11][CH3:12])[CH:19]=[CH:18][C:17]=1[O:20][CH2:21][C:22]([O:24][CH2:25][CH3:26])=[O:23]. (7) Given the reactants [CH3:1][O:2][C:3]1[CH:8]=[CH:7][CH:6]=[CH:5][C:4]=1[O:9][CH3:10].[Al+3].[Cl-].[Cl-].[Cl-].ClC[CH2:17][C:18](Cl)=[O:19].Cl[CH2:22][Cl:23], predict the reaction product. The product is: [Cl:23][CH2:22][C:18](=[O:19])[CH2:17][C:6]1[CH:7]=[CH:8][C:3]([O:2][CH3:1])=[C:4]([O:9][CH3:10])[CH:5]=1.